The task is: Predict which catalyst facilitates the given reaction.. This data is from Catalyst prediction with 721,799 reactions and 888 catalyst types from USPTO. Reactant: Br[CH2:2][C:3]([C:5]1[S:6][CH:7]=[CH:8][N:9]=1)=[O:4].[NH:10]1[CH:14]=[CH:13][N:12]=[CH:11]1. Product: [N:10]1([CH2:2][C:3]([C:5]2[S:6][CH:7]=[CH:8][N:9]=2)=[O:4])[CH:14]=[CH:13][N:12]=[CH:11]1. The catalyst class is: 10.